This data is from Forward reaction prediction with 1.9M reactions from USPTO patents (1976-2016). The task is: Predict the product of the given reaction. (1) Given the reactants [OH-].[Na+].C([O:5][C:6]([C:8]1[CH:9]=[N:10][N:11]([CH3:31])[C:12]=1[C:13](=[O:30])[NH:14][C:15]1[CH:20]=[CH:19][N:18]2[CH:21]=[C:22]([C:24]3[CH:29]=[CH:28][CH:27]=[CH:26][CH:25]=3)[N:23]=[C:17]2[N:16]=1)=[O:7])C.O.Cl, predict the reaction product. The product is: [CH3:31][N:11]1[C:12]([C:13](=[O:30])[NH:14][C:15]2[CH:20]=[CH:19][N:18]3[CH:21]=[C:22]([C:24]4[CH:29]=[CH:28][CH:27]=[CH:26][CH:25]=4)[N:23]=[C:17]3[N:16]=2)=[C:8]([C:6]([OH:7])=[O:5])[CH:9]=[N:10]1. (2) Given the reactants FC(F)(F)S(O[C:7]1[CH:20]=[C:19]2[C:10]([O:11][C:12]3[CH:13]=[CH:14][C:15]([NH:27][C:28]([C:30]4[CH:35]=[N:34][C:33]([O:36][CH3:37])=[CH:32][N:31]=4)=[O:29])=[CH:16][C:17]=3[C@:18]32[CH2:25][CH2:24][S:23][C:22]([NH2:26])=[N:21]3)=[C:9]([F:38])[CH:8]=1)(=O)=O.[O:41]1[CH2:46][CH:45]=[C:44](B2OC(C)(C)C(C)(C)O2)[CH2:43][CH2:42]1.C(=O)([O-])[O-].[K+].[K+], predict the reaction product. The product is: [NH2:26][C:22]1[S:23][CH2:24][CH2:25][C@:18]2([N:21]=1)[C:17]1[CH:16]=[C:15]([NH:27][C:28]([C:30]3[CH:35]=[N:34][C:33]([O:36][CH3:37])=[CH:32][N:31]=3)=[O:29])[CH:14]=[CH:13][C:12]=1[O:11][C:10]1[C:19]2=[CH:20][C:7]([C:44]2[CH2:45][CH2:46][O:41][CH2:42][CH:43]=2)=[CH:8][C:9]=1[F:38]. (3) Given the reactants [N+:1]([C:4]1[CH:5]=[C:6]([OH:13])[CH:7]=[CH:8][C:9]=1[N+:10]([O-:12])=[O:11])([O-:3])=[O:2].[CH3:14][NH:15][C:16]([C:18]1[CH:23]=[C:22](Cl)[CH:21]=[CH:20][N:19]=1)=[O:17], predict the reaction product. The product is: [CH3:14][NH:15][C:16]([C:18]1[CH:23]=[C:22]([O:13][C:6]2[CH:7]=[CH:8][C:9]([N+:10]([O-:12])=[O:11])=[C:4]([N+:1]([O-:3])=[O:2])[CH:5]=2)[CH:21]=[CH:20][N:19]=1)=[O:17].